This data is from Reaction yield outcomes from USPTO patents with 853,638 reactions. The task is: Predict the reaction yield, written as a fraction of the theoretical maximum amount of product (1.0 means a 100% yield; for example, 0.34 means a 34% yield). (1) The catalyst is CN(C=O)C. The product is [CH:53]1([NH:58][C:22](=[O:24])[C:21]2[CH:25]=[CH:26][C:27]([CH3:28])=[C:19]([C:18]3[C:13]4[CH:12]=[CH:11][C:10](=[O:42])[N:9]([C:3]5[C:2]([F:1])=[CH:7][CH:6]=[CH:5][C:4]=5[F:8])[C:14]=4[N:15]=[C:16]([N:29]4[CH2:34][CH2:33][CH:32]([N:35]5[CH2:40][CH2:39][CH:38]([CH3:41])[CH2:37][CH2:36]5)[CH2:31][CH2:30]4)[N:17]=3)[CH:20]=2)[CH2:55][CH2:54]1. The reactants are [F:1][C:2]1[CH:7]=[CH:6][CH:5]=[C:4]([F:8])[C:3]=1[N:9]1[C:14]2[N:15]=[C:16]([N:29]3[CH2:34][CH2:33][CH:32]([N:35]4[CH2:40][CH2:39][CH:38]([CH3:41])[CH2:37][CH2:36]4)[CH2:31][CH2:30]3)[N:17]=[C:18]([C:19]3[CH:20]=[C:21]([CH:25]=[CH:26][C:27]=3[CH3:28])[C:22]([OH:24])=O)[C:13]=2[CH:12]=[CH:11][C:10]1=[O:42].CN(C(O[N:58]1N=[N:58][C:53]2[CH:54]=[CH:55][CH:55]=[CH:54][C:53]1=2)=[N+](C)C)C.F[P-](F)(F)(F)(F)F.C(N(CC)CC)C.C1(N)CC1. The yield is 0.410. (2) The reactants are [Cl:1][C:2]1[C:3]([F:30])=[C:4]([N:8]2[C:12]([S:13][C:14]3[CH:15]=[N:16][CH:17]=[CH:18][CH:19]=3)=[CH:11][C:10]([CH2:20][N:21]([CH3:29])[C:22](=[O:28])[O:23][C:24]([CH3:27])([CH3:26])[CH3:25])=[N:9]2)[CH:5]=[CH:6][CH:7]=1.C(#N)C.C([O-])([O-])=[O:35].C([O-])([O-])=O.OO.OO.OO.[Na+].[Na+].[Na+].[Na+].[OH2:52]. No catalyst specified. The product is [Cl:1][C:2]1[C:3]([F:30])=[C:4]([N:8]2[C:12]([S:13]([C:14]3[CH:15]=[N:16][CH:17]=[CH:18][CH:19]=3)(=[O:35])=[O:52])=[CH:11][C:10]([CH2:20][N:21]([CH3:29])[C:22](=[O:28])[O:23][C:24]([CH3:25])([CH3:26])[CH3:27])=[N:9]2)[CH:5]=[CH:6][CH:7]=1. The yield is 0.830. (3) The yield is 0.770. The catalyst is C(O)C. The reactants are [CH:1]1([SH:6])[CH2:5][CH2:4][CH2:3][CH2:2]1.[OH-].[K+].Br[C:10]([CH3:17])([CH3:16])[C:11]([O:13][CH2:14][CH3:15])=[O:12]. The product is [CH2:14]([O:13][C:11](=[O:12])[C:10]([S:6][CH:1]1[CH2:5][CH2:4][CH2:3][CH2:2]1)([CH3:17])[CH3:16])[CH3:15]. (4) The reactants are C[O:2][C:3](=[O:41])[C@@H:4]([NH:8][S:9]([C:12]1[CH:17]=[CH:16][C:15]([C:18]2[CH:23]=[CH:22][C:21]([NH:24][C:25]([C:27]3[O:28][C:29]4[CH:36]=[CH:35][C:34]([C:37]#[N:38])=[C:33]([O:39][CH3:40])[C:30]=4[C:31]=3[CH3:32])=[O:26])=[CH:20][CH:19]=2)=[CH:14][CH:13]=1)(=[O:11])=[O:10])[CH:5]([CH3:7])[CH3:6].[Li+].[OH-]. The catalyst is C1COCC1. The product is [C:37]([C:34]1[CH:35]=[CH:36][C:29]2[O:28][C:27]([C:25]([NH:24][C:21]3[CH:20]=[CH:19][C:18]([C:15]4[CH:16]=[CH:17][C:12]([S:9]([NH:8][C@@H:4]([CH:5]([CH3:7])[CH3:6])[C:3]([OH:41])=[O:2])(=[O:10])=[O:11])=[CH:13][CH:14]=4)=[CH:23][CH:22]=3)=[O:26])=[C:31]([CH3:32])[C:30]=2[C:33]=1[O:39][CH3:40])#[N:38]. The yield is 0.610.